This data is from Forward reaction prediction with 1.9M reactions from USPTO patents (1976-2016). The task is: Predict the product of the given reaction. (1) Given the reactants C(OC(=O)[NH:7][N:8]1[CH2:13][CH2:12][CH:11]([CH2:14][CH2:15][O:16][Si:17]([C:20]([CH3:23])([CH3:22])[CH3:21])([CH3:19])[CH3:18])[CH2:10][CH2:9]1)(C)(C)C.[F:25][C:26]([F:31])([F:30])[C:27]([OH:29])=[O:28], predict the reaction product. The product is: [F:25][C:26]([F:31])([F:30])[C:27]([OH:29])=[O:28].[C:20]([Si:17]([CH3:19])([CH3:18])[O:16][CH2:15][CH2:14][CH:11]1[CH2:12][CH2:13][N:8]([NH2:7])[CH2:9][CH2:10]1)([CH3:22])([CH3:21])[CH3:23]. (2) Given the reactants C([NH:5][C:6]1[CH:11]=[C:10]([C:12]2[C:13]([C:20]3[C:21]([F:41])=[C:22]([N:26](COC)[S:27]([C:30]4[CH:35]=[C:34]([F:36])[CH:33]=[CH:32][C:31]=4[F:37])(=[O:29])=[O:28])[CH:23]=[CH:24][CH:25]=3)=[N:14][N:15]([CH2:17][CH2:18][F:19])[CH:16]=2)[CH:9]=[CH:8][N:7]=1)(C)(C)C, predict the reaction product. The product is: [NH2:5][C:6]1[CH:11]=[C:10]([C:12]2[C:13]([C:20]3[C:21]([F:41])=[C:22]([NH:26][S:27]([C:30]4[CH:35]=[C:34]([F:36])[CH:33]=[CH:32][C:31]=4[F:37])(=[O:29])=[O:28])[CH:23]=[CH:24][CH:25]=3)=[N:14][N:15]([CH2:17][CH2:18][F:19])[CH:16]=2)[CH:9]=[CH:8][N:7]=1. (3) Given the reactants [NH2:1][C:2]1[CH:7]=[CH:6][C:5]([Br:8])=[CH:4][N:3]=1.[CH3:9][C:10]1([CH3:23])[O:22][C:14]2[C:15]([CH3:21])=[N:16][CH:17]=[C:18]([CH:19]=O)[C:13]=2[CH2:12][O:11]1, predict the reaction product. The product is: [Br:8][C:5]1[CH:6]=[CH:7][C:2]([NH:1][CH2:19][C:18]2[CH:17]=[N:16][C:15]([CH3:21])=[C:14]3[O:22][C:10]([CH3:23])([CH3:9])[O:11][CH2:12][C:13]=23)=[N:3][CH:4]=1. (4) Given the reactants [OH-].[Na+].C(=O)([O-])[O-].[K+].[K+].C[N:10](C)[CH2:11][CH2:12][C@@H:13](C1SC=CC=1)O.FC1C2C(=CC=CC=2)C=CC=1.O.O.[C:34]([OH:39])(=[O:38])[C:35]([OH:37])=[O:36], predict the reaction product. The product is: [C:34]([OH:39])(=[O:38])[C:35]([OH:37])=[O:36].[CH2:11]([NH2:10])[CH2:12][CH3:13]. (5) Given the reactants [CH2:1]([O:8][CH2:9][CH2:10][CH2:11][C@H:12]([C:21]1[O:25][N:24]=[C:23]([CH2:26][O:27][Si](C(C)(C)C)(C)C)[CH:22]=1)[CH2:13][C:14]([O:16][C:17]([CH3:20])([CH3:19])[CH3:18])=[O:15])[C:2]1[CH:7]=[CH:6][CH:5]=[CH:4][CH:3]=1.C1COCC1.[F-].C([N+](CCCC)(CCCC)CCCC)CCC.[Cl-].[NH4+], predict the reaction product. The product is: [CH2:1]([O:8][CH2:9][CH2:10][CH2:11][C@H:12]([C:21]1[O:25][N:24]=[C:23]([CH2:26][OH:27])[CH:22]=1)[CH2:13][C:14]([O:16][C:17]([CH3:18])([CH3:20])[CH3:19])=[O:15])[C:2]1[CH:7]=[CH:6][CH:5]=[CH:4][CH:3]=1. (6) The product is: [CH3:10][O:11][C:12]1[CH:13]=[C:14]([NH:15][C:3]2[NH:4][CH:5]=[CH:6][C:7](=[O:9])[N:8]=2)[CH:16]=[CH:17][C:18]=1[O:19][CH3:20]. Given the reactants CS[C:3]1[NH:4][CH:5]=[CH:6][C:7](=[O:9])[N:8]=1.[CH3:10][O:11][C:12]1[CH:13]=[C:14]([CH:16]=[CH:17][C:18]=1[O:19][CH3:20])[NH2:15].[CH3:10][O:11][C:12]1[CH:13]=[C:14]([NH2:15])[CH:16]=[CH:17][C:18]=1[O:19][CH3:20], predict the reaction product. (7) The product is: [O:5]=[C:6]1[NH:10][CH:9]([C:11]([NH:14][C:15]2[CH:16]=[CH:17][CH:18]=[C:19]3[C:24]=2[O:23][C:22]([C:25]2[CH:30]=[CH:29][CH:28]=[CH:27][C:26]=2[C:31]([F:34])([F:32])[F:33])=[CH:21][C:20]3=[O:35])=[O:13])[CH2:8][CH2:7]1. Given the reactants S(Cl)(Cl)=O.[O:5]=[C:6]1[NH:10][CH:9]([C:11]([OH:13])=O)[CH2:8][CH2:7]1.[NH2:14][C:15]1[CH:16]=[CH:17][CH:18]=[C:19]2[C:24]=1[O:23][C:22]([C:25]1[CH:30]=[CH:29][CH:28]=[CH:27][C:26]=1[C:31]([F:34])([F:33])[F:32])=[CH:21][C:20]2=[O:35].N1C=CC=CC=1, predict the reaction product. (8) Given the reactants [C:1]([O:5][C:6]([NH:8][C@H:9]([C:25]([OH:27])=O)[CH2:10][C:11]1[CH:16]=[CH:15][C:14](OCC2C=CC=CC=2)=[CH:13][CH:12]=1)=[O:7])([CH3:4])([CH3:3])[CH3:2].[C:28]([NH2:32])([CH3:31])([CH3:30])[CH3:29], predict the reaction product. The product is: [CH3:4][C:1]([O:5][C:6](=[O:7])[NH:8][C@@H:9]([CH2:10][C:11]1[CH:12]=[CH:13][CH:14]=[CH:15][CH:16]=1)[C:25]([NH:32][C:28]([CH3:31])([CH3:30])[CH3:29])=[O:27])([CH3:2])[CH3:3].